From a dataset of Peptide-MHC class II binding affinity with 134,281 pairs from IEDB. Regression. Given a peptide amino acid sequence and an MHC pseudo amino acid sequence, predict their binding affinity value. This is MHC class II binding data. (1) The peptide sequence is SDAKTLVLNIKYTRP. The MHC is DRB4_0101 with pseudo-sequence DRB4_0103. The binding affinity (normalized) is 0.278. (2) The binding affinity (normalized) is 0.532. The MHC is DRB1_0101 with pseudo-sequence DRB1_0101. The peptide sequence is LTKLAAAWGGSGSEA. (3) The peptide sequence is VKIEYSGTNNKTMAV. The MHC is DRB1_1101 with pseudo-sequence DRB1_1101. The binding affinity (normalized) is 0.266. (4) The peptide sequence is SNGVLESDMIIPKSL. The MHC is DRB1_1101 with pseudo-sequence DRB1_1101. The binding affinity (normalized) is 0.0306. (5) The peptide sequence is KKKKLALYLLLALSLAS. The MHC is DRB1_0301 with pseudo-sequence DRB1_0301. The binding affinity (normalized) is 0. (6) The binding affinity (normalized) is 0.560. The peptide sequence is QKYCPNKICTSKGDS. The MHC is DRB1_1302 with pseudo-sequence DRB1_1302. (7) The MHC is DRB1_0701 with pseudo-sequence DRB1_0701. The peptide sequence is TKDTNDNNLYKLHGG. The binding affinity (normalized) is 0.187.